Dataset: Reaction yield outcomes from USPTO patents with 853,638 reactions. Task: Predict the reaction yield, written as a fraction of the theoretical maximum amount of product (1.0 means a 100% yield; for example, 0.34 means a 34% yield). (1) The reactants are [CH3:1][C:2]1[C:7]([CH3:8])=[CH:6][CH:5]=[CH:4][C:3]=1[NH:9][C:10](=O)[CH2:11][CH2:12][C:13]([O:15][CH3:16])=[O:14]. The catalyst is C1COCC1. The product is [CH3:1][C:2]1[C:7]([CH3:8])=[CH:6][CH:5]=[CH:4][C:3]=1[NH:9][CH2:10][CH2:11][CH2:12][C:13]([O:15][CH3:16])=[O:14]. The yield is 0.450. (2) The reactants are [C:1]([C:3]1[CH:33]=[C:32]([F:34])[CH:31]=[CH:30][C:4]=1[CH2:5][NH:6][C:7]([C:9]1[N:10]=[C:11]2[N:16]([C:17](=[O:27])[C:18]=1[O:19][CH2:20][C:21]1[CH:26]=[CH:25][CH:24]=[CH:23][CH:22]=1)[CH2:15][CH2:14][O:13][C:12]2([CH3:29])[CH3:28])=[O:8])#[CH:2].C(=O)(O)[O-].[K+].[Br:40][C:41](Br)=[N:42][OH:43]. The catalyst is C(OCC)(=O)C.O. The product is [Br:40][C:41]1[CH:2]=[C:1]([C:3]2[CH:33]=[C:32]([F:34])[CH:31]=[CH:30][C:4]=2[CH2:5][NH:6][C:7]([C:9]2[N:10]=[C:11]3[N:16]([C:17](=[O:27])[C:18]=2[O:19][CH2:20][C:21]2[CH:26]=[CH:25][CH:24]=[CH:23][CH:22]=2)[CH2:15][CH2:14][O:13][C:12]3([CH3:29])[CH3:28])=[O:8])[O:43][N:42]=1. The yield is 0.680. (3) The reactants are [C:1]([C:3]1[CH:8]=[CH:7][C:6]([C:9]2[O:13][N:12]=[C:11]([C:14]3[CH:19]=[CH:18][C:17]([C:20]4[CH:25]=[CH:24][C:23]([O:26][CH2:27][CH2:28][CH2:29][C:30]([OH:32])=[O:31])=[CH:22][CH:21]=4)=[CH:16][CH:15]=3)[N:10]=2)=[CH:5][CH:4]=1)#[N:2].CC(O)=O.CCN(CC)CC.[N-:44]=[N+:45]=[N-:46].[Na+].Cl. The catalyst is O.CN(C=O)C. The product is [NH:44]1[C:1]([C:3]2[CH:8]=[CH:7][C:6]([C:9]3[O:13][N:12]=[C:11]([C:14]4[CH:19]=[CH:18][C:17]([C:20]5[CH:25]=[CH:24][C:23]([O:26][CH2:27][CH2:28][CH2:29][C:30]([OH:32])=[O:31])=[CH:22][CH:21]=5)=[CH:16][CH:15]=4)[N:10]=3)=[CH:5][CH:4]=2)=[N:2][N:46]=[N:45]1. The yield is 0.720. (4) The yield is 0.980. The reactants are C[O:2][C:3]1[CH:4]=[CH:5][C:6]([N+:12]([O-:14])=[O:13])=[C:7]([CH:11]=1)[C:8]([OH:10])=[O:9].[OH-].[Na+]. The product is [OH:2][C:3]1[CH:4]=[CH:5][C:6]([N+:12]([O-:14])=[O:13])=[C:7]([CH:11]=1)[C:8]([OH:10])=[O:9]. The catalyst is O. (5) The reactants are [Br:1][C:2]1[S:6][C:5]([C:7]([S:10][CH2:11][CH2:12][C:13]([O:15][CH3:16])=[O:14])([CH3:9])[CH3:8])=[N:4][CH:3]=1.CO.[OH2:19].[OH2:20].O.O.O.O.C(O[O-])(=O)C1C(=CC=CC=1)C([O-])=O.[Mg+2]. The catalyst is ClCCl.[O-]S([O-])(=S)=O.[Na+].[Na+].O. The product is [Br:1][C:2]1[S:6][C:5]([C:7]([S:10]([CH2:11][CH2:12][C:13]([O:15][CH3:16])=[O:14])(=[O:20])=[O:19])([CH3:9])[CH3:8])=[N:4][CH:3]=1. The yield is 0.960. (6) The reactants are Br[C:2]1[C:3]([Cl:10])=[C:4]([CH3:9])[C:5]([F:8])=[CH:6][CH:7]=1.[CH3:11][N:12](C=O)C. The catalyst is ClCCl.[C-]#N.[Zn+2].[C-]#N.C1C=CC([P]([Pd]([P](C2C=CC=CC=2)(C2C=CC=CC=2)C2C=CC=CC=2)([P](C2C=CC=CC=2)(C2C=CC=CC=2)C2C=CC=CC=2)[P](C2C=CC=CC=2)(C2C=CC=CC=2)C2C=CC=CC=2)(C2C=CC=CC=2)C2C=CC=CC=2)=CC=1. The product is [Cl:10][C:3]1[C:4]([CH3:9])=[C:5]([F:8])[CH:6]=[CH:7][C:2]=1[C:11]#[N:12]. The yield is 0.710. (7) The reactants are Br[C:2]1[CH:3]=[N:4][C:5]2[C:10]([CH:11]=1)=[C:9]([F:12])[C:8]([CH2:13][C:14]([O:16][CH3:17])=[O:15])=[C:7]([F:18])[CH:6]=2.CN1[C:24](=O)[CH2:23][CH2:22][CH2:21]1.C([O-])(O)=O.[Na+].[C:31](OCC)(=O)[CH3:32]. The catalyst is [Cl-].[Cl-].[Zn+2].C1C=CC([P]([Pd]([P](C2C=CC=CC=2)(C2C=CC=CC=2)C2C=CC=CC=2)([P](C2C=CC=CC=2)(C2C=CC=CC=2)C2C=CC=CC=2)[P](C2C=CC=CC=2)(C2C=CC=CC=2)C2C=CC=CC=2)(C2C=CC=CC=2)C2C=CC=CC=2)=CC=1.[Pd]. The product is [CH:21]1([C:2]2[CH:3]=[N:4][C:5]3[C:10]([CH:11]=2)=[C:9]([F:12])[C:8]([CH2:13][C:14]([O:16][CH3:17])=[O:15])=[C:7]([F:18])[CH:6]=3)[CH2:32][CH2:31][CH2:24][CH2:23][CH2:22]1. The yield is 0.290. (8) The reactants are [C:1]([O:5][C:6]([N:8]1[CH2:14][CH2:13][C@H:12]2[C@@H:10]([O:11]2)[CH2:9]1)=[O:7])([CH3:4])([CH3:3])[CH3:2].[N-:15]=[N+:16]=[N-:17].[Na+].[Cl-].[NH4+].CO.O. The catalyst is O. The product is [C:1]([O:5][C:6]([N:8]1[CH2:14][CH2:13][C@@H:12]([N:15]=[N+:16]=[N-:17])[C@H:10]([OH:11])[CH2:9]1)=[O:7])([CH3:4])([CH3:3])[CH3:2]. The yield is 0.420. (9) The reactants are [Cl:1][C:2]1[CH:3]=[C:4]([C@@:8]2([OH:17])[O:13][CH2:12][C:11]([CH3:15])([CH3:14])[NH:10][C@@H:9]2[CH3:16])[CH:5]=[CH:6][CH:7]=1. The catalyst is C(OCC)C. The product is [ClH:1].[Cl:1][C:2]1[CH:3]=[C:4]([C@@:8]2([OH:17])[O:13][CH2:12][C:11]([CH3:14])([CH3:15])[NH:10][C@@H:9]2[CH3:16])[CH:5]=[CH:6][CH:7]=1. The yield is 0.900. (10) The reactants are Br[C:2]1[CH:22]=[CH:21][C:5]([O:6][CH2:7][CH:8]2[CH2:13][CH2:12][N:11]([C:14]([O:16][C:17]([CH3:20])([CH3:19])[CH3:18])=[O:15])[CH2:10][CH2:9]2)=[C:4]([F:23])[CH:3]=1.[OH:24][C:25]1[CH:30]=[CH:29][C:28](B(O)O)=[CH:27][CH:26]=1.C([O-])([O-])=O.[Na+].[Na+]. The catalyst is COCCOC.O.C1C=CC(P(C2C=CC=CC=2)[C-]2C=CC=C2)=CC=1.C1C=CC(P(C2C=CC=CC=2)[C-]2C=CC=C2)=CC=1.Cl[Pd]Cl.[Fe+2]. The product is [F:23][C:4]1[CH:3]=[C:2]([C:28]2[CH:29]=[CH:30][C:25]([OH:24])=[CH:26][CH:27]=2)[CH:22]=[CH:21][C:5]=1[O:6][CH2:7][CH:8]1[CH2:13][CH2:12][N:11]([C:14]([O:16][C:17]([CH3:20])([CH3:19])[CH3:18])=[O:15])[CH2:10][CH2:9]1. The yield is 0.750.